This data is from Peptide-MHC class I binding affinity with 185,985 pairs from IEDB/IMGT. The task is: Regression. Given a peptide amino acid sequence and an MHC pseudo amino acid sequence, predict their binding affinity value. This is MHC class I binding data. (1) The peptide sequence is HSSVAGGLW. The MHC is HLA-B27:05 with pseudo-sequence HLA-B27:05. The binding affinity (normalized) is 0.0847. (2) The peptide sequence is YLAVVPLVY. The MHC is HLA-B58:01 with pseudo-sequence HLA-B58:01. The binding affinity (normalized) is 0.579. (3) The peptide sequence is AEHGEHHIRI. The MHC is Patr-B2401 with pseudo-sequence Patr-B2401. The binding affinity (normalized) is 0.172. (4) The peptide sequence is RLCYGGPWK. The MHC is HLA-A03:01 with pseudo-sequence HLA-A03:01. The binding affinity (normalized) is 0.423.